Dataset: Forward reaction prediction with 1.9M reactions from USPTO patents (1976-2016). Task: Predict the product of the given reaction. (1) Given the reactants [O:1]1[CH2:5][CH2:4][CH2:3][CH:2]1[C:6]1[C:10]2[CH2:11][N:12](C(OC(C)(C)C)=O)[CH2:13][CH2:14][C:9]=2[NH:8][N:7]=1.Cl.O1CCOCC1.C(OCC)(=O)C, predict the reaction product. The product is: [O:1]1[CH2:5][CH2:4][CH2:3][CH:2]1[C:6]1[C:10]2[CH2:11][NH:12][CH2:13][CH2:14][C:9]=2[NH:8][N:7]=1. (2) Given the reactants Br[C:2]1[CH:3]=[C:4]([CH:7]=[CH:8][CH:9]=1)[CH:5]=[O:6].[C:10]([Si:12]([CH3:15])([CH3:14])[CH3:13])#[CH:11].C1(P(C2C=CC=CC=2)C2C=CC=CC=2)C=CC=CC=1, predict the reaction product. The product is: [CH3:13][Si:12]([C:10]#[C:11][C:2]1[CH:3]=[C:4]([CH:7]=[CH:8][CH:9]=1)[CH:5]=[O:6])([CH3:15])[CH3:14]. (3) The product is: [CH2:1]([O:8][N:9]1[C:14]2[N:15]=[CH:16][N:17]=[C:18]([CH3:19])[C:13]=2[C:12]([NH:20][CH2:21][C:22]2[CH:27]=[CH:26][CH:25]=[C:24]([OH:28])[CH:23]=2)=[CH:11][C:10]1=[O:32])[C:2]1[CH:7]=[CH:6][CH:5]=[CH:4][CH:3]=1. Given the reactants [CH2:1]([O:8][N:9]1[C:14]2[N:15]=[CH:16][N:17]=[C:18]([CH3:19])[C:13]=2[C:12]([NH:20][CH2:21][C:22]2[CH:27]=[CH:26][CH:25]=[C:24]([O:28]COC)[CH:23]=2)=[CH:11][C:10]1=[O:32])[C:2]1[CH:7]=[CH:6][CH:5]=[CH:4][CH:3]=1.C(OCC)(=O)C.C(=O)(O)[O-].[Na+], predict the reaction product. (4) Given the reactants [OH:1][CH:2]1[O:6][C@H:5]2[CH2:7][C:8]([CH:10]=[O:11])=[CH:9][C@H:4]2[CH2:3]1.C[N+]1([O-])CCOCC1, predict the reaction product. The product is: [O:1]=[C:2]1[O:6][C@H:5]2[CH2:7][C:8]([CH:10]=[O:11])=[CH:9][C@H:4]2[CH2:3]1.